From a dataset of Reaction yield outcomes from USPTO patents with 853,638 reactions. Predict the reaction yield, written as a fraction of the theoretical maximum amount of product (1.0 means a 100% yield; for example, 0.34 means a 34% yield). (1) The reactants are C(C(=[C:16]1[C:28]2[C:20]([CH:21]=[C:22]3[C:27]=2[CH:26]=[C:25]([C:29]([CH3:32])([CH3:31])[CH3:30])[C:24]([C:33]2[CH:38]=[CH:37][CH:36]=[CH:35][CH:34]=2)=[CH:23]3)=[C:19](C2C=CC=C2)[C:18]([C:44]2[CH:49]=[CH:48][CH:47]=[CH:46][CH:45]=2)=[C:17]1[C:50]([CH3:53])([CH3:52])[CH3:51])CC1C=CC=CC=1)C1C=CC=CC=1.C(O[CH2:57][CH3:58])C.[CH2:59]([Li])[CH2:60][CH2:61][CH3:62].[Cl-:64].[Cl-].[Cl-].[Cl-].[Zr+4:68]. The catalyst is CCCCCC. The product is [Cl-:64].[Cl-:64].[CH2:59]([C:51](=[Zr+2:68]([CH:58]1[CH:57]=[CH:33][CH:24]=[CH:25]1)[C:19]1[C:20]2[CH2:21][C:22]3[C:27](=[CH:26][C:25]([C:29]([CH3:30])([CH3:31])[CH3:32])=[C:24]([C:33]4[CH:34]=[CH:35][CH:36]=[CH:37][CH:38]=4)[CH:23]=3)[C:28]=2[CH:16]=[C:17]([C:50]([CH3:53])([CH3:52])[CH3:51])[C:18]=1[C:44]1[CH:45]=[CH:46][CH:47]=[CH:48][CH:49]=1)[CH2:50][C:17]1[CH:16]=[CH:28][CH:20]=[CH:19][CH:18]=1)[C:60]1[CH:23]=[CH:22][CH:21]=[CH:62][CH:61]=1. The yield is 0.710. (2) The reactants are [CH2:1]([O:8][C:9]1[CH:14]=[CH:13][C:12]([Br:15])=[CH:11][C:10]=1[C:16](=O)[CH2:17][CH2:18][C:19](=O)[CH3:20])[C:2]1[CH:7]=[CH:6][CH:5]=[CH:4][CH:3]=1.[NH2:23][C:24]1[CH:25]=[CH:26][C:27]([Cl:33])=[C:28]([CH:32]=1)[C:29]([OH:31])=[O:30].CC1C=CC(S(O)(=O)=O)=CC=1. The catalyst is CN1C(=O)CCC1.CCOCC. The product is [Br:15][C:12]1[CH:13]=[CH:14][C:9]([O:8][CH2:1][C:2]2[CH:7]=[CH:6][CH:5]=[CH:4][CH:3]=2)=[C:10]([C:16]2[N:23]([C:24]3[CH:32]=[C:28]([C:27]([Cl:33])=[CH:26][CH:25]=3)[C:29]([OH:31])=[O:30])[C:19]([CH3:20])=[CH:18][CH:17]=2)[CH:11]=1. The yield is 0.240. (3) The reactants are [C:1]1([CH3:26])[CH:6]=[CH:5][C:4]([N:7]2[C:11]([NH:12][C:13](=[O:21])OC3C=CC=CC=3)=[CH:10][C:9]([C:22]([F:25])([F:24])[F:23])=[N:8]2)=[CH:3][CH:2]=1.[CH3:27][O:28][C:29]1[CH:30]=[C:31]2[C:36](=[CH:37][C:38]=1[O:39][CH3:40])[N:35]=[CH:34][N:33]=[C:32]2[O:41][C:42]1[CH:43]=[C:44]([CH:46]=[CH:47][CH:48]=1)[NH2:45]. The catalyst is CN(C)C1C=CN=CC=1.C1COCC1. The product is [CH3:27][O:28][C:29]1[CH:30]=[C:31]2[C:36](=[CH:37][C:38]=1[O:39][CH3:40])[N:35]=[CH:34][N:33]=[C:32]2[O:41][C:42]1[CH:43]=[C:44]([NH:45][C:13]([NH:12][C:11]2[N:7]([C:4]3[CH:3]=[CH:2][C:1]([CH3:26])=[CH:6][CH:5]=3)[N:8]=[C:9]([C:22]([F:23])([F:25])[F:24])[CH:10]=2)=[O:21])[CH:46]=[CH:47][CH:48]=1. The yield is 0.590. (4) The reactants are [CH2:1]([O:3][C:4]1([C:7]2[CH:12]=[CH:11][C:10]([C:13]#[C:14][C:15]3[CH:20]=[CH:19][C:18]([CH2:21][C:22]([O:24]C)=[O:23])=[CH:17][CH:16]=3)=[CH:9][C:8]=2[C:26]([CH3:29])([CH3:28])[CH3:27])[CH2:6][CH2:5]1)[CH3:2].[OH-].[Na+].O.CC#N. The catalyst is C(O)C.O1CCCC1. The product is [CH2:1]([O:3][C:4]1([C:7]2[CH:12]=[CH:11][C:10]([C:13]#[C:14][C:15]3[CH:16]=[CH:17][C:18]([CH2:21][C:22]([OH:24])=[O:23])=[CH:19][CH:20]=3)=[CH:9][C:8]=2[C:26]([CH3:27])([CH3:29])[CH3:28])[CH2:6][CH2:5]1)[CH3:2]. The yield is 0.730. (5) The reactants are [Br:1][C:2]1[CH:7]=[C:6]([N+:8]([O-])=O)[C:5]([NH2:11])=[C:4]([N+:12]([O-:14])=[O:13])[CH:3]=1. The catalyst is CCO. The product is [Br:1][C:2]1[CH:7]=[C:6]([NH2:8])[C:5]([NH2:11])=[C:4]([N+:12]([O-:14])=[O:13])[CH:3]=1. The yield is 0.500.